From a dataset of Reaction yield outcomes from USPTO patents with 853,638 reactions. Predict the reaction yield, written as a fraction of the theoretical maximum amount of product (1.0 means a 100% yield; for example, 0.34 means a 34% yield). (1) The reactants are Cl.[NH2:2][C:3]1[C:11]([OH:12])=[C:10]2[C:6]([CH2:7][CH2:8][CH:9]2[CH2:13][CH2:14][NH:15][C:16](=[O:18])[CH3:17])=[CH:5][CH:4]=1.[C:19]1([CH2:25][CH2:26][CH2:27][C:28](Cl)=[O:29])[CH:24]=[CH:23][CH:22]=[CH:21][CH:20]=1.O. The catalyst is N1C=CC=CC=1. The product is [C:16]([NH:15][CH2:14][CH2:13][CH:9]1[C:10]2[C:6](=[CH:5][CH:4]=[C:3]([NH:2][C:28](=[O:29])[CH2:27][CH2:26][CH2:25][C:19]3[CH:24]=[CH:23][CH:22]=[CH:21][CH:20]=3)[C:11]=2[OH:12])[CH2:7][CH2:8]1)(=[O:18])[CH3:17]. The yield is 0.690. (2) The reactants are [C:1]([NH:5][C:6]([C:8]1[C:12]2=[N:13][C:14]([C:17]3[C:25]4[C:20](=[CH:21][CH:22]=[C:23]([O:26][CH:27]([F:29])[F:28])[CH:24]=4)[NH:19][N:18]=3)=[CH:15][N:16]=[C:11]2[N:10]([C:30]([C:43]2[CH:48]=[CH:47][CH:46]=[CH:45][CH:44]=2)([C:37]2[CH:42]=[CH:41][CH:40]=[CH:39][CH:38]=2)[C:31]2[CH:36]=[CH:35][CH:34]=[CH:33][CH:32]=2)[CH:9]=1)=[O:7])([CH3:4])([CH3:3])[CH3:2].Cl[CH2:50][CH2:51][CH2:52][S:53]([CH3:56])(=[O:55])=[O:54].C([O-])([O-])=O.[K+].[K+].O. The catalyst is CN(C=O)C. The product is [C:1]([NH:5][C:6]([C:8]1[C:12]2=[N:13][C:14]([C:17]3[C:25]4[C:20](=[CH:21][CH:22]=[C:23]([O:26][CH:27]([F:29])[F:28])[CH:24]=4)[N:19]([CH2:50][CH2:51][CH2:52][S:53]([CH3:56])(=[O:55])=[O:54])[N:18]=3)=[CH:15][N:16]=[C:11]2[N:10]([C:30]([C:37]2[CH:42]=[CH:41][CH:40]=[CH:39][CH:38]=2)([C:31]2[CH:32]=[CH:33][CH:34]=[CH:35][CH:36]=2)[C:43]2[CH:48]=[CH:47][CH:46]=[CH:45][CH:44]=2)[CH:9]=1)=[O:7])([CH3:4])([CH3:2])[CH3:3]. The yield is 0.880. (3) The yield is 0.790. The reactants are [NH2:1][C:2]1[CH:7]=[CH:6][C:5]([C:8]([N:10]2[CH2:15][CH2:14][N:13]([CH3:16])[CH2:12][CH2:11]2)=[O:9])=[CH:4][CH:3]=1.[Br:17][C:18]1[CH:23]=[CH:22][C:21]([N:24]=[C:25]=[O:26])=[CH:20][CH:19]=1. The catalyst is C(Cl)Cl. The product is [Br:17][C:18]1[CH:23]=[CH:22][C:21]([NH:24][C:25]([NH:1][C:2]2[CH:3]=[CH:4][C:5]([C:8]([N:10]3[CH2:11][CH2:12][N:13]([CH3:16])[CH2:14][CH2:15]3)=[O:9])=[CH:6][CH:7]=2)=[O:26])=[CH:20][CH:19]=1. (4) The reactants are P([O-])([O-])[O-].[C:5]([O:8][CH2:9]/[CH:10]=[CH:11]\[CH2:12][O:13][C:14](=[O:16])[CH3:15])(=O)[CH3:6].[CH2:17](O)[CH2:18]CC.C(OC(OCCCC)=CCC)CCC. The catalyst is [Pd]. The product is [C:14]([O:13][CH2:12][CH2:11][CH2:10][CH2:9][O:8][CH:5]=[CH:6][CH2:17][CH3:18])(=[O:16])[CH3:15]. The yield is 0.257. (5) The reactants are [Cl:1][C:2]1[CH:7]=[CH:6][CH:5]=[CH:4][C:3]=1[N:8]1[C:12]([S:13][C:14]2[CH:19]=[CH:18][C:17]([CH3:20])=[CH:16][N:15]=2)=[CH:11][C:10]([CH:21]=O)=[N:9]1.[CH3:23][NH2:24].CO.CO. The catalyst is O1CCCC1. The product is [Cl:1][C:2]1[CH:7]=[CH:6][CH:5]=[CH:4][C:3]=1[N:8]1[C:12]([S:13][C:14]2[CH:19]=[CH:18][C:17]([CH3:20])=[CH:16][N:15]=2)=[CH:11][C:10]([CH2:21][NH:24][CH3:23])=[N:9]1. The yield is 0.980.